This data is from Full USPTO retrosynthesis dataset with 1.9M reactions from patents (1976-2016). The task is: Predict the reactants needed to synthesize the given product. Given the product [CH2:1]([O:8][C:9]1[CH:10]=[CH:11][C:12]2[O:16][C:15]([CH:17]=[O:18])=[C:14]([CH3:19])[C:13]=2[CH:20]=1)[C:2]1[CH:3]=[CH:4][CH:5]=[CH:6][CH:7]=1, predict the reactants needed to synthesize it. The reactants are: [CH2:1]([O:8][C:9]1[CH:10]=[CH:11][C:12]2[O:16][C:15]([CH2:17][OH:18])=[C:14]([CH3:19])[C:13]=2[CH:20]=1)[C:2]1[CH:7]=[CH:6][CH:5]=[CH:4][CH:3]=1.